Dataset: Forward reaction prediction with 1.9M reactions from USPTO patents (1976-2016). Task: Predict the product of the given reaction. (1) The product is: [F:17][C:13]1[CH:14]=[CH:15][CH:16]=[C:11]([O:10][CH2:9][CH2:8][CH2:7][CH2:6][CH2:5][CH2:4][CH2:3][CH2:2][I:18])[CH:12]=1. Given the reactants Br[CH2:2][CH2:3][CH2:4][CH2:5][CH2:6][CH2:7][CH2:8][CH2:9][O:10][C:11]1[CH:16]=[CH:15][CH:14]=[C:13]([F:17])[CH:12]=1.[I-:18].[Na+].C(OCCCCCCCCCCN)CCCCC, predict the reaction product. (2) Given the reactants [CH3:1][C:2]1[CH:6]=[C:5]([C:7]2[CH:12]=[CH:11][CH:10]=[CH:9][CH:8]=2)[S:4][C:3]=1[CH:13]=[O:14].CC(=CC)C.[O-:20]Cl=O.[Na+], predict the reaction product. The product is: [CH3:1][C:2]1[CH:6]=[C:5]([C:7]2[CH:12]=[CH:11][CH:10]=[CH:9][CH:8]=2)[S:4][C:3]=1[C:13]([OH:20])=[O:14]. (3) Given the reactants [OH:1][CH2:2][CH2:3][N:4]([CH3:32])[C:5]1[CH:10]=[C:9]([C:11]2[CH2:16][CH2:15][N:14]([C:17]([O:19][C:20]([CH3:23])([CH3:22])[CH3:21])=[O:18])[CH2:13][CH:12]=2)[CH:8]=[C:7]([NH:24][C:25]2[CH:30]=[C:29]([CH3:31])[CH:28]=[CH:27][N:26]=2)[N:6]=1, predict the reaction product. The product is: [OH:1][CH2:2][CH2:3][N:4]([CH3:32])[C:5]1[CH:10]=[C:9]([CH:11]2[CH2:12][CH2:13][N:14]([C:17]([O:19][C:20]([CH3:22])([CH3:23])[CH3:21])=[O:18])[CH2:15][CH2:16]2)[CH:8]=[C:7]([NH:24][C:25]2[CH:30]=[C:29]([CH3:31])[CH:28]=[CH:27][N:26]=2)[N:6]=1.